Dataset: Reaction yield outcomes from USPTO patents with 853,638 reactions. Task: Predict the reaction yield, written as a fraction of the theoretical maximum amount of product (1.0 means a 100% yield; for example, 0.34 means a 34% yield). (1) The reactants are [C:1]1([C:7]2[CH:16]=[CH:15][CH:14]=[C:13]3[C:8]=2[C:9]([NH:32][CH2:33][C:34]2[CH:39]=[CH:38][CH:37]=[CH:36][N:35]=2)=[N:10][C:11]([C:17]2[CH:18]=[C:19]([C:23]4[N:27]=[C:26]([C:28](OC)=[O:29])[O:25][N:24]=4)[CH:20]=[N:21][CH:22]=2)=[N:12]3)[CH:6]=[CH:5][CH:4]=[CH:3][CH:2]=1.[C:40]([NH:47][CH:48]1[CH2:53][CH2:52][NH:51][CH2:50][CH2:49]1)([O:42][C:43]([CH3:46])([CH3:45])[CH3:44])=[O:41]. The catalyst is C(O)C. The product is [C:1]1([C:7]2[CH:16]=[CH:15][CH:14]=[C:13]3[C:8]=2[C:9]([NH:32][CH2:33][C:34]2[CH:39]=[CH:38][CH:37]=[CH:36][N:35]=2)=[N:10][C:11]([C:17]2[CH:18]=[C:19]([C:23]4[N:27]=[C:26]([C:28]([N:51]5[CH2:50][CH2:49][CH:48]([NH:47][C:40](=[O:41])[O:42][C:43]([CH3:45])([CH3:44])[CH3:46])[CH2:53][CH2:52]5)=[O:29])[O:25][N:24]=4)[CH:20]=[N:21][CH:22]=2)=[N:12]3)[CH:6]=[CH:5][CH:4]=[CH:3][CH:2]=1. The yield is 0.380. (2) The reactants are [CH:1]1([NH:6][C:7]2[CH:8]=[C:9]([CH2:24][S:25]([CH3:28])(=[O:27])=[O:26])[CH:10]=[C:11]3[C:15]=2[NH:14][C:13]([C:16]2[S:17][CH2:18][C@@H:19]([CH2:21][CH2:22]I)[N:20]=2)=[CH:12]3)[CH2:5][CH2:4][CH2:3][CH2:2]1.[NH:29]1[CH2:34][CH2:33][O:32][CH2:31][CH2:30]1. The catalyst is CN(C)C=O. The product is [CH:1]1([NH:6][C:7]2[CH:8]=[C:9]([CH2:24][S:25]([CH3:28])(=[O:27])=[O:26])[CH:10]=[C:11]3[C:15]=2[NH:14][C:13]([C:16]2[S:17][CH2:18][C@@H:19]([CH2:21][CH2:22][N:29]4[CH2:34][CH2:33][O:32][CH2:31][CH2:30]4)[N:20]=2)=[CH:12]3)[CH2:5][CH2:4][CH2:3][CH2:2]1. The yield is 0.640. (3) The reactants are [Cl:1][C:2]1[N:7]=[C:6]([Cl:8])[CH:5]=[C:4](Cl)[N:3]=1.CC1(C)C(C)(C)OB([C:18]2[CH:19]=[N:20][C:21]([NH2:24])=[N:22][CH:23]=2)O1. The catalyst is COCCOC.C([O-])([O-])=O.[Na+].[Na+].C1C=CC(P(C2C=CC=CC=2)[C-]2C=CC=C2)=CC=1.C1C=CC(P(C2C=CC=CC=2)[C-]2C=CC=C2)=CC=1.Cl[Pd]Cl.[Fe+2].C(Cl)Cl. The product is [Cl:1][C:2]1[N:3]=[C:4]([C:18]2[CH:19]=[N:20][C:21]([NH2:24])=[N:22][CH:23]=2)[CH:5]=[C:6]([Cl:8])[N:7]=1. The yield is 0.480. (4) The reactants are Br[C:2]1[CH:3]=[C:4]([N:8]2[C:16]3[C:11](=[N:12][CH:13]=[CH:14][CH:15]=3)[C:10]([C:17]([NH2:19])=[O:18])=[N:9]2)[CH:5]=[CH:6][CH:7]=1.[C:20]([C@:22]1([OH:29])[CH2:26][CH2:25][N:24]([CH3:27])[C:23]1=[O:28])#[CH:21]. No catalyst specified. The product is [OH:29][C@@:22]1([C:20]#[C:21][C:2]2[CH:3]=[C:4]([N:8]3[C:16]4[C:11](=[N:12][CH:13]=[CH:14][CH:15]=4)[C:10]([C:17]([NH2:19])=[O:18])=[N:9]3)[CH:5]=[CH:6][CH:7]=2)[CH2:26][CH2:25][N:24]([CH3:27])[C:23]1=[O:28]. The yield is 0.428. (5) The reactants are [CH3:1][O:2][C:3]([CH3:8])([CH3:7])[C:4](O)=O.N1(O)C2C=CC=CC=2N=N1.Cl.CN(C)CCCN=C=NCC.Cl.[NH2:32][NH:33][C:34]([NH2:36])=[O:35].[OH-].[K+].[NH4+].[Cl-]. The catalyst is CC#N. The product is [CH3:1][O:2][C:3]([C:4]1[NH:36][C:34](=[O:35])[NH:33][N:32]=1)([CH3:7])[CH3:8]. The yield is 0.526. (6) The reactants are [CH2:1]([O:8][C:9](=[O:17])[CH2:10][CH2:11][CH2:12][C:13](=O)[CH2:14]Br)[C:2]1[CH:7]=[CH:6][CH:5]=[CH:4][CH:3]=1.[C:18]([NH:25][C:26]([NH2:28])=[NH:27])([O:20][C:21]([CH3:24])([CH3:23])[CH3:22])=[O:19]. The catalyst is CN(C=O)C. The product is [C:21]([O:20][C:18]([N:25]1[CH:14]=[C:13]([CH2:12][CH2:11][CH2:10][C:9]([O:8][CH2:1][C:2]2[CH:7]=[CH:6][CH:5]=[CH:4][CH:3]=2)=[O:17])[N:27]=[C:26]1[NH2:28])=[O:19])([CH3:24])([CH3:22])[CH3:23]. The yield is 0.660. (7) The reactants are [N+:1]([C:4]1[CH:5]=[C:6]([CH:11]=[CH:12][CH:13]=1)[C:7](=[N:9][OH:10])[NH2:8])([O-:3])=[O:2].[CH3:14][C:15]([CH3:24])([CH3:23])[C:16](=[O:22])[CH2:17][C:18](OC)=O. The catalyst is C1(C)C=CC=CC=1. The product is [CH3:14][C:15]([CH3:24])([CH3:23])[C:16](=[O:22])[CH2:17][C:18]1[O:10][N:9]=[C:7]([C:6]2[CH:11]=[CH:12][CH:13]=[C:4]([N+:1]([O-:3])=[O:2])[CH:5]=2)[N:8]=1. The yield is 0.900. (8) The reactants are [Br:1][C:2]1[CH:7]=[C:6]([F:8])[CH:5]=[CH:4][C:3]=1[C:9]([F:12])([F:11])[F:10].[N+:13]([O-])([O-:15])=[O:14].[K+]. The catalyst is S(=O)(=O)(O)O. The product is [Br:1][C:2]1[CH:7]=[C:6]([F:8])[C:5]([N+:13]([O-:15])=[O:14])=[CH:4][C:3]=1[C:9]([F:12])([F:10])[F:11]. The yield is 1.00.